From a dataset of HIV replication inhibition screening data with 41,000+ compounds from the AIDS Antiviral Screen. Binary Classification. Given a drug SMILES string, predict its activity (active/inactive) in a high-throughput screening assay against a specified biological target. (1) The molecule is O=C(O)C=CC=CC(=O)O. The result is 0 (inactive). (2) The molecule is NCCCCC1N[Zn-2]2(NC(CCC(N)=O)C(=O)O2)OC1=O. The result is 0 (inactive). (3) The drug is CC(C(O)c1ccccc1)N(C)N=Nc1nc2c([nH]1)c(=O)n(C)c(=O)n2C. The result is 0 (inactive). (4) The drug is COC=C(Br)c1ccc2c(c1)OCO2. The result is 0 (inactive).